This data is from Forward reaction prediction with 1.9M reactions from USPTO patents (1976-2016). The task is: Predict the product of the given reaction. (1) Given the reactants [C:1]([O:5][C:6]([N:8]1[CH2:13][CH2:12][C:11]([CH3:17])(C(O)=O)[CH2:10][CH2:9]1)=[O:7])([CH3:4])([CH3:3])[CH3:2].C([N:20]([CH2:23]C)CC)C.C1(P(N=[N+]=[N-])(C2C=CC=CC=2)=[O:32])C=CC=CC=1.[CH2:42]([OH:49])[C:43]1[CH:48]=[CH:47][CH:46]=[CH:45][CH:44]=1, predict the reaction product. The product is: [C:1]([O:5][C:6]([N:8]1[CH2:9][CH2:10][C:11]([NH:20][C:23]([O:49][CH2:42][C:43]2[CH:48]=[CH:47][CH:46]=[CH:45][CH:44]=2)=[O:32])([CH3:17])[CH2:12][CH2:13]1)=[O:7])([CH3:2])([CH3:3])[CH3:4]. (2) Given the reactants [Cl:1][C:2]1[C:7]([Cl:8])=[CH:6][CH:5]=[CH:4][C:3]=1[N:9]1[CH2:14][CH2:13][N:12]([CH2:15][CH2:16][CH2:17][CH2:18][O:19][C:20]2[CH:29]=[C:28]3[C:23]([CH:24]([CH2:31][NH:32]C(=O)OC(C)(C)C)[CH2:25][C:26](=[O:30])[NH:27]3)=[CH:22][CH:21]=2)[CH2:11][CH2:10]1.C(O)(C(F)(F)F)=O, predict the reaction product. The product is: [NH2:32][CH2:31][CH:24]1[C:23]2[C:28](=[CH:29][C:20]([O:19][CH2:18][CH2:17][CH2:16][CH2:15][N:12]3[CH2:11][CH2:10][N:9]([C:3]4[CH:4]=[CH:5][CH:6]=[C:7]([Cl:8])[C:2]=4[Cl:1])[CH2:14][CH2:13]3)=[CH:21][CH:22]=2)[NH:27][C:26](=[O:30])[CH2:25]1. (3) Given the reactants [CH:1]1([CH2:4][O:5][CH2:6][CH2:7][N:8]2[C:12]3[CH:13]=[CH:14][CH:15]=[CH:16][C:11]=3[N:10]=[C:9]2[N:17]2[CH2:23][CH2:22][CH2:21][NH:20][CH2:19][CH2:18]2)[CH2:3][CH2:2]1.[CH3:24][O:25][C:26]1[CH:31]=[CH:30][C:29]([N:32]2[CH:36]=[N:35][N:34]=[N:33]2)=[CH:28][C:27]=1[C:37]([N:39]1[CH2:43][CH2:42][C@:41]([CH2:50][CH2:51]OS(C)(=O)=O)([C:44]2[CH:49]=[CH:48][CH:47]=[CH:46][CH:45]=2)[CH2:40]1)=[O:38].C(N(CC)CC)C.[I-].[Na+], predict the reaction product. The product is: [CH:1]1([CH2:4][O:5][CH2:6][CH2:7][N:8]2[C:12]3[CH:13]=[CH:14][CH:15]=[CH:16][C:11]=3[N:10]=[C:9]2[N:17]2[CH2:23][CH2:22][CH2:21][N:20]([CH2:51][CH2:50][C@:41]3([C:44]4[CH:49]=[CH:48][CH:47]=[CH:46][CH:45]=4)[CH2:42][CH2:43][N:39]([C:37]([C:27]4[CH:28]=[C:29]([N:32]5[CH:36]=[N:35][N:34]=[N:33]5)[CH:30]=[CH:31][C:26]=4[O:25][CH3:24])=[O:38])[CH2:40]3)[CH2:19][CH2:18]2)[CH2:2][CH2:3]1. (4) The product is: [CH3:9][C:1]1[CH:6]=[CH:5][C:4]([CH:7]=[CH:10][C:11](=[O:12])[CH3:13])=[CH:3][CH:2]=1. Given the reactants [C:1]1([CH3:9])[CH:6]=[CH:5][C:4]([CH:7]=O)=[CH:3][CH:2]=1.[CH3:10][C:11]([CH3:13])=[O:12].[OH-].[Na+], predict the reaction product. (5) Given the reactants [F:1][C:2]([F:35])([F:34])[C:3]1[CH:4]=[C:5]([CH:27]=[C:28]([C:30]([F:33])([F:32])[F:31])[CH:29]=1)[C:6]([N:8]1[CH2:26][CH2:25][C:11]2([N:15]([C:16]3[CH:21]=[CH:20][CH:19]=[CH:18][C:17]=3[CH3:22])[C:14](=[O:23])[NH:13][C:12]2=[O:24])[CH2:10][CH2:9]1)=[O:7].Cl[CH2:37][C:38]1[NH:39][C:40]2[CH:46]=[CH:45][CH:44]=[CH:43][C:41]=2[N:42]=1, predict the reaction product. The product is: [NH:39]1[C:40]2[CH:46]=[CH:45][CH:44]=[CH:43][C:41]=2[N:42]=[C:38]1[CH2:37][N:13]1[C:12](=[O:24])[C:11]2([CH2:25][CH2:26][N:8]([C:6](=[O:7])[C:5]3[CH:27]=[C:28]([C:30]([F:33])([F:32])[F:31])[CH:29]=[C:3]([C:2]([F:1])([F:34])[F:35])[CH:4]=3)[CH2:9][CH2:10]2)[N:15]([C:16]2[CH:21]=[CH:20][CH:19]=[CH:18][C:17]=2[CH3:22])[C:14]1=[O:23]. (6) Given the reactants [CH3:1][N:2]1[CH:6]=[C:5]([C:7]2[C:11]([CH3:12])=[C:10]([NH:13][C:14](=[O:22])OC3C=CC=CC=3)[N:9]([C:23]3[CH:28]=[CH:27][CH:26]=[CH:25][CH:24]=3)[N:8]=2)[CH:4]=[N:3]1.C1(C2C=CC(COC)=CC=2CN)CC1.[F:43][CH:44]([F:57])[O:45][C:46]1[CH:51]=[CH:50][C:49]([CH2:52][O:53][CH3:54])=[CH:48][C:47]=1[CH2:55][NH2:56], predict the reaction product. The product is: [F:43][CH:44]([F:57])[O:45][C:46]1[CH:51]=[CH:50][C:49]([CH2:52][O:53][CH3:54])=[CH:48][C:47]=1[CH2:55][NH:56][C:14]([NH:13][C:10]1[N:9]([C:23]2[CH:28]=[CH:27][CH:26]=[CH:25][CH:24]=2)[N:8]=[C:7]([C:5]2[CH:4]=[N:3][N:2]([CH3:1])[CH:6]=2)[C:11]=1[CH3:12])=[O:22]. (7) Given the reactants [O:1]1[CH2:5][CH2:4][CH2:3][C@@H:2]1[CH2:6][NH:7][CH2:8][C:9]1[NH:10][C:11](=[O:19])[C:12]2[CH2:18][O:17][CH2:16][CH2:15][C:13]=2[N:14]=1.[F:20][C:21]1[CH:38]=[CH:37][C:24]([C:25]([CH:27]2[CH2:32][CH2:31][N:30]([CH2:33][C:34](O)=[O:35])[CH2:29][CH2:28]2)=[O:26])=[CH:23][CH:22]=1, predict the reaction product. The product is: [F:20][C:21]1[CH:22]=[CH:23][C:24]([C:25]([CH:27]2[CH2:28][CH2:29][N:30]([CH2:33][C:34]([N:7]([CH2:8][C:9]3[NH:10][C:11](=[O:19])[C:12]4[CH2:18][O:17][CH2:16][CH2:15][C:13]=4[N:14]=3)[CH2:6][C@H:2]3[CH2:3][CH2:4][CH2:5][O:1]3)=[O:35])[CH2:31][CH2:32]2)=[O:26])=[CH:37][CH:38]=1.